This data is from Forward reaction prediction with 1.9M reactions from USPTO patents (1976-2016). The task is: Predict the product of the given reaction. (1) The product is: [OH:35][C:34]1[N:1]=[C:2]2[CH:3]=[CH:4][C:5]([CH:8]3[CH2:9][CH2:10][N:11]([C:14]([O:16][C:17]([CH3:20])([CH3:19])[CH3:18])=[O:15])[CH2:12][CH2:13]3)=[N:6][N:7]2[C:31](=[O:32])[CH:30]=1. Given the reactants [NH2:1][C:2]1[N:7]=[N:6][C:5]([CH:8]2[CH2:13][CH2:12][N:11]([C:14]([O:16][C:17]([CH3:20])([CH3:19])[CH3:18])=[O:15])[CH2:10][CH2:9]2)=[CH:4][CH:3]=1.ClC1C=C(Cl)C=C(Cl)C=1[C:30](C1C(Cl)=CC(Cl)=CC=1Cl)([C:34]([O-])=[O:35])[C:31]([O-])=[O:32], predict the reaction product. (2) Given the reactants Cl[C:2]1[N:11]=[C:10]([NH:12][C:13]2[NH:14][N:15]=[C:16]([CH:18]3[CH2:20][CH2:19]3)[CH:17]=2)[C:9]2[C:4](=[CH:5][CH:6]=[C:7]([I:21])[CH:8]=2)[N:3]=1.C(OC([N:29]1[C:37]2[C:32](=[CH:33][CH:34]=[C:35]([NH2:38])[CH:36]=2)[C:31](=[O:39])[NH:30]1)=O)(C)(C)C.C1COCC1.C([O-])(O)=O.[Na+], predict the reaction product. The product is: [CH:18]1([C:16]2[CH:17]=[C:13]([NH:12][C:10]3[C:9]4[C:4](=[CH:5][CH:6]=[C:7]([I:21])[CH:8]=4)[N:3]=[C:2]([NH:38][C:35]4[CH:36]=[C:37]5[C:32]([C:31](=[O:39])[NH:30][NH:29]5)=[CH:33][CH:34]=4)[N:11]=3)[NH:14][N:15]=2)[CH2:20][CH2:19]1. (3) Given the reactants N1CCCCC1.C(=O)[C:8]1[CH:13]=[CH:12][CH:11]=[CH:10][CH:9]=1.[C:15]([CH2:18][C:19]([NH:21][C:22]1[CH:30]=[CH:29][CH:28]=[CH:27][C:23]=1[C:24]([OH:26])=[O:25])=[O:20])(O)=O.Cl, predict the reaction product. The product is: [O:20]=[C:19]([NH:21][C:22]1[CH:30]=[CH:29][CH:28]=[CH:27][C:23]=1[C:24]([OH:26])=[O:25])/[CH:18]=[CH:15]/[C:8]1[CH:13]=[CH:12][CH:11]=[CH:10][CH:9]=1. (4) The product is: [CH:8]1([NH:11][C:12]([C:14]2[CH:15]=[CH:16][C:17]([S:20]([NH:23][C:24]3[CH:53]=[C:52]([F:54])[C:27]([C:28]([NH:30][C@H:31]([C:48]([OH:50])=[O:49])[CH2:32][C:33]4[CH:34]=[CH:35][C:36]([N:39]5[C:44](=[O:45])[CH:43]=[CH:42][N:41]([CH3:46])[C:40]5=[O:47])=[CH:37][CH:38]=4)=[O:29])=[C:26]([F:55])[CH:25]=3)(=[O:22])=[O:21])=[CH:18][CH:19]=2)=[O:13])[CH2:9][CH2:10]1. Given the reactants C(O)(C(F)(F)F)=O.[CH:8]1([NH:11][C:12]([C:14]2[CH:19]=[CH:18][C:17]([S:20]([NH:23][C:24]3[CH:53]=[C:52]([F:54])[C:27]([C:28]([NH:30][C@H:31]([C:48]([O:50]C)=[O:49])[CH2:32][C:33]4[CH:38]=[CH:37][C:36]([N:39]5[C:44](=[O:45])[CH:43]=[CH:42][N:41]([CH3:46])[C:40]5=[O:47])=[CH:35][CH:34]=4)=[O:29])=[C:26]([F:55])[CH:25]=3)(=[O:22])=[O:21])=[CH:16][CH:15]=2)=[O:13])[CH2:10][CH2:9]1.Cl.O1CCOCC1, predict the reaction product.